From a dataset of Full USPTO retrosynthesis dataset with 1.9M reactions from patents (1976-2016). Predict the reactants needed to synthesize the given product. (1) Given the product [F:1][C:2]1[C:7]([F:8])=[CH:6][CH:5]=[CH:4][C:3]=1[C@@:9]([NH:18][S:19]([C:22]1[CH:27]=[CH:26][CH:25]=[CH:24][C:23]=1[N+:28]([O-:30])=[O:29])(=[O:20])=[O:21])([CH2:10][OH:11])[CH:15]([F:17])[F:16], predict the reactants needed to synthesize it. The reactants are: [F:1][C:2]1[C:7]([F:8])=[CH:6][CH:5]=[CH:4][C:3]=1[C@:9]([NH:18][S:19]([C:22]1[CH:27]=[CH:26][CH:25]=[CH:24][C:23]=1[N+:28]([O-:30])=[O:29])(=[O:21])=[O:20])([CH:15]([F:17])[F:16])[CH2:10][O:11]C(=O)C.[Li+].[OH-]. (2) Given the product [Br:12][C:13]1[CH:14]=[C:15]([CH:19]([C:8]2[N:7]([CH3:6])[CH:11]=[CH:10][N:9]=2)[OH:20])[CH:16]=[N:17][CH:18]=1, predict the reactants needed to synthesize it. The reactants are: [Li]CCCC.[CH3:6][N:7]1[CH:11]=[CH:10][N:9]=[CH:8]1.[Br:12][C:13]1[CH:14]=[C:15]([CH:19]=[O:20])[CH:16]=[N:17][CH:18]=1.O. (3) The reactants are: [NH:1]1[CH2:6][CH2:5][CH:4]([C:7]2[CH:15]=[CH:14][CH:13]=[C:12]3[C:8]=2[CH2:9][C:10](=[O:16])[NH:11]3)[CH2:3][CH2:2]1.[CH:17]([C:19]1[NH:23][C:22]([CH3:24])=[C:21]([CH2:25][CH2:26][C:27]([OH:29])=[O:28])[C:20]=1[CH3:30])=O. Given the product [CH3:24][C:22]1[NH:23][C:19]([CH:17]=[C:9]2[C:8]3[C:12](=[CH:13][CH:14]=[CH:15][C:7]=3[CH:4]3[CH2:3][CH2:2][NH:1][CH2:6][CH2:5]3)[NH:11][C:10]2=[O:16])=[C:20]([CH3:30])[C:21]=1[CH2:25][CH2:26][C:27]([OH:29])=[O:28], predict the reactants needed to synthesize it.